From a dataset of NCI-60 drug combinations with 297,098 pairs across 59 cell lines. Regression. Given two drug SMILES strings and cell line genomic features, predict the synergy score measuring deviation from expected non-interaction effect. (1) Drug 1: C1CCC(C1)C(CC#N)N2C=C(C=N2)C3=C4C=CNC4=NC=N3. Drug 2: CC(C)NC(=O)C1=CC=C(C=C1)CNNC.Cl. Cell line: NCI-H322M. Synergy scores: CSS=-3.27, Synergy_ZIP=0.717, Synergy_Bliss=-2.01, Synergy_Loewe=-4.38, Synergy_HSA=-4.05. (2) Drug 1: CC1C(C(CC(O1)OC2CC(CC3=C2C(=C4C(=C3O)C(=O)C5=C(C4=O)C(=CC=C5)OC)O)(C(=O)C)O)N)O.Cl. Drug 2: C1CCC(C(C1)N)N.C(=O)(C(=O)[O-])[O-].[Pt+4]. Cell line: OVCAR-8. Synergy scores: CSS=31.2, Synergy_ZIP=-10.6, Synergy_Bliss=-2.67, Synergy_Loewe=-5.72, Synergy_HSA=-1.39. (3) Drug 1: C1CN1C2=NC(=NC(=N2)N3CC3)N4CC4. Drug 2: CC1CCCC2(C(O2)CC(NC(=O)CC(C(C(=O)C(C1O)C)(C)C)O)C(=CC3=CSC(=N3)C)C)C. Cell line: MALME-3M. Synergy scores: CSS=29.8, Synergy_ZIP=-8.55, Synergy_Bliss=-13.3, Synergy_Loewe=-10.9, Synergy_HSA=-7.87. (4) Cell line: OVCAR3. Drug 2: CCN(CC)CCNC(=O)C1=C(NC(=C1C)C=C2C3=C(C=CC(=C3)F)NC2=O)C. Synergy scores: CSS=39.6, Synergy_ZIP=0.186, Synergy_Bliss=0.744, Synergy_Loewe=-4.48, Synergy_HSA=2.29. Drug 1: C1=C(C(=O)NC(=O)N1)F.